Dataset: Forward reaction prediction with 1.9M reactions from USPTO patents (1976-2016). Task: Predict the product of the given reaction. (1) Given the reactants [C:1]1([C:7]2[C:8]([CH:27]=O)=[CH:9][N:10]([S:18]([C:21]3[CH:26]=[CH:25][CH:24]=[CH:23][CH:22]=3)(=[O:20])=[O:19])[C:11]=2[C:12]2[CH:17]=[CH:16][CH:15]=[CH:14][CH:13]=2)[CH:6]=[CH:5][CH:4]=[CH:3][CH:2]=1.CO.[CH3:31][NH2:32].[BH4-].[Na+], predict the reaction product. The product is: [C:1]1([C:7]2[C:8]([CH2:27][NH:32][CH3:31])=[CH:9][N:10]([S:18]([C:21]3[CH:26]=[CH:25][CH:24]=[CH:23][CH:22]=3)(=[O:20])=[O:19])[C:11]=2[C:12]2[CH:17]=[CH:16][CH:15]=[CH:14][CH:13]=2)[CH:6]=[CH:5][CH:4]=[CH:3][CH:2]=1. (2) The product is: [CH2:16]([NH:20][C:12](=[O:14])[CH2:11][C@H:5]1[CH2:4][C@@H:3]([CH2:2][OH:1])[O:8][C:7]([CH3:9])([CH3:10])[O:6]1)[CH2:17][CH2:18][CH3:19]. Given the reactants [OH:1][CH2:2][C@H:3]1[O:8][C:7]([CH3:10])([CH3:9])[O:6][C@@H:5]([CH2:11][C:12]([O:14]C)=O)[CH2:4]1.[CH2:16]([NH2:20])[CH2:17][CH2:18][CH3:19], predict the reaction product. (3) Given the reactants [C:1]([NH:4][CH2:5][CH2:6][CH2:7][S:8]([O:11][CH2:12][C:13]([CH3:41])([CH3:40])[C@@H:14]([O:32]CC1C=CC=CC=1)[C:15]([O:17][CH2:18][CH2:19][O:20][C:21](=[O:31])[CH2:22][O:23]CC1C=CC=CC=1)=[O:16])(=[O:10])=[O:9])(=[O:3])[CH3:2].CO, predict the reaction product. The product is: [C:1]([NH:4][CH2:5][CH2:6][CH2:7][S:8]([O:11][CH2:12][C:13]([CH3:41])([CH3:40])[C@@H:14]([OH:32])[C:15]([O:17][CH2:18][CH2:19][O:20][C:21](=[O:31])[CH2:22][OH:23])=[O:16])(=[O:10])=[O:9])(=[O:3])[CH3:2].